This data is from hERG potassium channel inhibition data for cardiac toxicity prediction from Karim et al.. The task is: Regression/Classification. Given a drug SMILES string, predict its toxicity properties. Task type varies by dataset: regression for continuous values (e.g., LD50, hERG inhibition percentage) or binary classification for toxic/non-toxic outcomes (e.g., AMES mutagenicity, cardiotoxicity, hepatotoxicity). Dataset: herg_karim. (1) The compound is O=C(c1ccccc1Oc1ccccc1)N(C1CCC1)[C@H]1CCNC1. The result is 1 (blocker). (2) The drug is CC(C)(C)COc1cnc2c(c1)[C@]1(COC(N)=N1)c1cc(-c3cncnc3)ccc1O2. The result is 0 (non-blocker). (3) The compound is O=C(C1CC1c1ccc(C(F)(F)F)cc1)N1CCN(S(=O)(=O)c2cc(-c3ncon3)cc(C(F)(F)F)c2)CC1. The result is 1 (blocker). (4) The drug is COc1cc2nccc(Oc3ccc(NC(=O)Nc4cc(C)on4)c(Cl)c3)c2cc1OC. The result is 0 (non-blocker).